From a dataset of Peptide-MHC class I binding affinity with 185,985 pairs from IEDB/IMGT. Regression. Given a peptide amino acid sequence and an MHC pseudo amino acid sequence, predict their binding affinity value. This is MHC class I binding data. (1) The peptide sequence is LPAMCNVY. The MHC is HLA-B51:01 with pseudo-sequence HLA-B51:01. The binding affinity (normalized) is 0.200. (2) The peptide sequence is RSLYNTVATLY. The MHC is HLA-B44:03 with pseudo-sequence HLA-B44:03. The binding affinity (normalized) is 0.00406. (3) The peptide sequence is TKDAERGKL. The MHC is HLA-A03:01 with pseudo-sequence HLA-A03:01. The binding affinity (normalized) is 0.0847. (4) The peptide sequence is RIRKDFGKR. The MHC is HLA-A03:01 with pseudo-sequence HLA-A03:01. The binding affinity (normalized) is 0.390. (5) The peptide sequence is YDQLLDSSL. The MHC is HLA-B18:01 with pseudo-sequence HLA-B18:01. The binding affinity (normalized) is 0.108.